From a dataset of HIV replication inhibition screening data with 41,000+ compounds from the AIDS Antiviral Screen. Binary Classification. Given a drug SMILES string, predict its activity (active/inactive) in a high-throughput screening assay against a specified biological target. The molecule is COC(=O)C1=C2Nc3ccccc3C23CCN(Cc2ccccc2)C3CC1c1ccoc1.Cl. The result is 0 (inactive).